Dataset: Full USPTO retrosynthesis dataset with 1.9M reactions from patents (1976-2016). Task: Predict the reactants needed to synthesize the given product. (1) Given the product [F:3][C:4]1[CH:9]=[CH:8][C:7]([CH2:10][C:11]2[NH:2][N:1]=[C:13]([C:14]([O:16][CH2:17][CH3:18])=[O:15])[CH:12]=2)=[CH:6][CH:5]=1, predict the reactants needed to synthesize it. The reactants are: [NH2:1][NH2:2].[F:3][C:4]1[CH:9]=[CH:8][C:7]([CH2:10][C:11](=O)[CH2:12][C:13](=O)[C:14]([O:16][CH2:17][CH3:18])=[O:15])=[CH:6][CH:5]=1. (2) Given the product [F:1][C:2]1[C:3]([CH:9]2[CH2:10][CH2:11][N:12]([CH3:15])[CH2:13][CH2:14]2)=[C:4]([NH2:8])[CH:5]=[N:6][CH:7]=1, predict the reactants needed to synthesize it. The reactants are: [F:1][C:2]1[C:3]([C:9]2[CH2:10][CH2:11][N:12]([CH3:15])[CH2:13][CH:14]=2)=[C:4]([NH2:8])[CH:5]=[N:6][CH:7]=1.CCO. (3) Given the product [Cl:18][C:15]1[CH:16]=[CH:17][C:12]([CH:8]([C:5]2[CH:4]=[CH:3][C:2]([Cl:1])=[CH:7][CH:6]=2)[C:9]([NH:19][CH2:20][CH2:21][CH2:22][N:23]2[CH2:28][CH2:27][CH:26]([C:29]3[CH:30]=[C:31]([NH:35][C:36](=[O:40])[CH:37]([CH3:38])[CH3:39])[CH:32]=[CH:33][CH:34]=3)[CH2:25][CH2:24]2)=[O:11])=[CH:13][CH:14]=1, predict the reactants needed to synthesize it. The reactants are: [Cl:1][C:2]1[CH:7]=[CH:6][C:5]([CH:8]([C:12]2[CH:17]=[CH:16][C:15]([Cl:18])=[CH:14][CH:13]=2)[C:9]([OH:11])=O)=[CH:4][CH:3]=1.[NH2:19][CH2:20][CH2:21][CH2:22][N:23]1[CH2:28][CH2:27][CH:26]([C:29]2[CH:30]=[C:31]([NH:35][C:36](=[O:40])[CH:37]([CH3:39])[CH3:38])[CH:32]=[CH:33][CH:34]=2)[CH2:25][CH2:24]1.